This data is from Reaction yield outcomes from USPTO patents with 853,638 reactions. The task is: Predict the reaction yield, written as a fraction of the theoretical maximum amount of product (1.0 means a 100% yield; for example, 0.34 means a 34% yield). (1) The reactants are [NH2:1][C:2]1[CH:7]=[CH:6][CH:5]=[CH:4][C:3]=1[S:8]([NH2:11])(=[O:10])=[O:9].[Cl:12][C:13]1[CH:18]=[CH:17][CH:16]=[CH:15][C:14]=1[CH:19]=[CH:20][S:21](Cl)(=[O:23])=[O:22]. The catalyst is N1C=CC=CC=1. The product is [Cl:12][C:13]1[CH:18]=[CH:17][CH:16]=[CH:15][C:14]=1[CH:19]=[CH:20][S:21]([NH:1][C:2]1[CH:7]=[CH:6][CH:5]=[CH:4][C:3]=1[S:8]([NH2:11])(=[O:9])=[O:10])(=[O:23])=[O:22]. The yield is 0.360. (2) The reactants are [OH:1][C:2]1[CH:7]=[C:6]([O:8][CH3:9])[CH:5]=[CH:4][C:3]=1[C:10](=[O:12])[CH3:11].O=[C:14]1[CH2:17][CH:16]([C:18]([O:20][CH3:21])=[O:19])[CH2:15]1.N1CCCC1. The catalyst is CO. The product is [CH3:9][O:8][C:6]1[CH:7]=[C:2]2[C:3]([C:10](=[O:12])[CH2:11][C:14]3([O:1]2)[CH2:17][CH:16]([C:18]([O:20][CH3:21])=[O:19])[CH2:15]3)=[CH:4][CH:5]=1. The yield is 0.240.